Dataset: PAMPA (Parallel Artificial Membrane Permeability Assay) permeability data from NCATS. Task: Regression/Classification. Given a drug SMILES string, predict its absorption, distribution, metabolism, or excretion properties. Task type varies by dataset: regression for continuous measurements (e.g., permeability, clearance, half-life) or binary classification for categorical outcomes (e.g., BBB penetration, CYP inhibition). Dataset: pampa_ncats. (1) The result is 1 (high permeability). The drug is C1CN(CCC1C(=O)N)C2=NC(=CS2)C3=CC=C(C=C3)OC(F)(F)F. (2) The drug is CC1=C(C(=CC=C1)C)NC2=C(N=C3N2C=CC=N3)C4=CC=CS4. The result is 1 (high permeability). (3) The compound is CC1=C(C(=O)C[C@]2([C@H]1C[C@@H]3[C@]45[C@@H]2[C@H]([C@@H]([C@]([C@@H]4[C@H](C(=O)O3)OC(=O)/C=C(\C)/C(C)C)(OC5)C(=O)OC)O)O)C)O. The result is 1 (high permeability). (4) The molecule is CC1=NC(=CN1C2=CC=C(C=C2)[N+](=O)[O-])[N+](=O)[O-]. The result is 1 (high permeability).